Dataset: Full USPTO retrosynthesis dataset with 1.9M reactions from patents (1976-2016). Task: Predict the reactants needed to synthesize the given product. (1) Given the product [Br:1][C:2]1[CH:8]=[CH:7][CH:6]=[C:5]([CH2:9][C:10]2[N:11]=[C:12]([O:18][CH3:19])[N:13]=[C:14]([O:16][CH3:17])[N:15]=2)[C:3]=1[NH:4][S:28]([CH:27]([F:32])[F:26])(=[O:30])=[O:29], predict the reactants needed to synthesize it. The reactants are: [Br:1][C:2]1[CH:8]=[CH:7][CH:6]=[C:5]([CH2:9][C:10]2[N:15]=[C:14]([O:16][CH3:17])[N:13]=[C:12]([O:18][CH3:19])[N:11]=2)[C:3]=1[NH2:4].N1C=CC=CC=1.[F:26][CH:27]([F:32])[S:28](Cl)(=[O:30])=[O:29].O. (2) Given the product [Cl:21][CH2:20][CH2:19][CH2:18][N:1]1[CH2:6][CH2:5][CH2:4][CH:3]2[CH2:7][N:8]([C:10]([O:12][C:13]([CH3:16])([CH3:15])[CH3:14])=[O:11])[CH2:9][CH:2]12, predict the reactants needed to synthesize it. The reactants are: [NH:1]1[CH2:6][CH2:5][CH2:4][CH:3]2[CH2:7][N:8]([C:10]([O:12][C:13]([CH3:16])([CH3:15])[CH3:14])=[O:11])[CH2:9][CH:2]12.Br[CH2:18][CH2:19][CH2:20][Cl:21].C([O-])([O-])=O.[K+].[K+]. (3) The reactants are: [F:1][C:2]1[CH:8]=[CH:7][C:5]([NH2:6])=[C:4](I)[CH:3]=1.O=[C:11]1[CH2:15][CH2:14][CH2:13][CH:12]1[CH2:16][C:17]([O:19][CH2:20][CH3:21])=[O:18].C1(C)C=CC(S(O)(=O)=O)=CC=1. Given the product [CH2:20]([O:19][C:17](=[O:18])[CH2:16][CH:12]1[C:11]2[NH:6][C:5]3[CH:7]=[CH:8][C:2]([F:1])=[CH:3][C:4]=3[C:15]=2[CH2:14][CH2:13]1)[CH3:21], predict the reactants needed to synthesize it. (4) Given the product [CH3:43][C:42]1[C:37]([CH2:36][O:1][C:2]2[CH:3]=[CH:4][C:5]([C:8]3[C:9](=[O:23])[C:10]([CH3:21])([CH3:22])[O:11][C:12]=3[C:13]3[CH:18]=[CH:17][C:16]([O:19][CH3:20])=[CH:15][CH:14]=3)=[CH:6][CH:7]=2)=[N:38][CH:39]=[C:40]([CH3:44])[CH:41]=1, predict the reactants needed to synthesize it. The reactants are: [OH:1][C:2]1[CH:7]=[CH:6][C:5]([C:8]2[C:9](=[O:23])[C:10]([CH3:22])([CH3:21])[O:11][C:12]=2[C:13]2[CH:18]=[CH:17][C:16]([O:19][CH3:20])=[CH:15][CH:14]=2)=[CH:4][CH:3]=1.C(=O)([O-])[O-].[Cs+].[Cs+].CN(C=O)C.Cl[CH2:36][C:37]1[C:42]([CH3:43])=[CH:41][C:40]([CH3:44])=[CH:39][N:38]=1. (5) Given the product [CH2:1]([O:3][C:4](=[O:14])[CH2:5][CH2:6][N:7]([C:18]1[C:19]([N+:23]([O-:25])=[O:24])=[CH:20][N:21]=[C:16]([Cl:15])[N:17]=1)[CH:8]1[CH2:12][CH2:11][CH:10]([CH3:13])[CH2:9]1)[CH3:2], predict the reactants needed to synthesize it. The reactants are: [CH2:1]([O:3][C:4](=[O:14])[CH2:5][CH2:6][NH:7][CH:8]1[CH2:12][CH2:11][CH:10]([CH3:13])[CH2:9]1)[CH3:2].[Cl:15][C:16]1[N:21]=[C:20](Cl)[C:19]([N+:23]([O-:25])=[O:24])=[CH:18][N:17]=1.C(=O)(O)[O-].[K+]. (6) Given the product [NH:1]1[C:9]2[C:4](=[CH:5][CH:6]=[C:7]([CH2:10][NH2:11])[CH:8]=2)[CH:3]=[CH:2]1, predict the reactants needed to synthesize it. The reactants are: [NH:1]1[C:9]2[C:4](=[CH:5][CH:6]=[C:7]([C:10]#[N:11])[CH:8]=2)[CH:3]=[CH:2]1.N. (7) Given the product [ClH:35].[NH2:16][CH2:15][C:14]1[N:5]([CH2:1][CH:2]([CH3:4])[CH3:3])[C:6](=[O:34])[C:7]2[C:12]([C:13]=1[C:24]1[CH:29]=[CH:28][CH:27]=[CH:26][CH:25]=1)=[CH:11][C:10]([S:30]([CH3:33])(=[O:32])=[O:31])=[CH:9][CH:8]=2, predict the reactants needed to synthesize it. The reactants are: [CH2:1]([N:5]1[C:14]([CH2:15][NH:16]C(=O)OC(C)(C)C)=[C:13]([C:24]2[CH:29]=[CH:28][CH:27]=[CH:26][CH:25]=2)[C:12]2[C:7](=[CH:8][CH:9]=[C:10]([S:30]([CH3:33])(=[O:32])=[O:31])[CH:11]=2)[C:6]1=[O:34])[CH:2]([CH3:4])[CH3:3].[ClH:35]. (8) Given the product [CH:1]1([N:7]2[C:12]([OH:13])=[C:11]([C:31]([NH:30][CH2:33][C:34]([OH:36])=[O:35])=[O:32])[C:10](=[O:14])[N:9]([CH2:15][CH2:16][CH:17]3[CH2:18][CH2:19]3)[C:8]2=[O:20])[CH2:2][CH2:3][CH2:4][CH2:5][CH2:6]1, predict the reactants needed to synthesize it. The reactants are: [CH:1]1([N:7]2[C:12](=[O:13])[CH2:11][C:10](=[O:14])[N:9]([CH2:15][CH2:16][CH:17]3[CH2:19][CH2:18]3)[C:8]2=[O:20])[CH2:6][CH2:5][CH2:4][CH2:3][CH2:2]1.C(N(C(C)C)CC)(C)C.[N:30]([CH2:33][C:34]([O:36]CC)=[O:35])=[C:31]=[O:32]. (9) Given the product [CH3:1][NH:2][C:3]([C:5]1[C:13]2[C:8](=[CH:9][CH:10]=[C:11]([NH:14][C:15]([CH:17]3[CH2:21][CH2:20][N:19]([CH2:22][C:23](=[O:25])[N:37]4[CH2:38][CH2:39][CH:34]([C:33]#[C:32][C:26]5[CH:31]=[CH:30][CH:29]=[CH:28][CH:27]=5)[CH2:35][CH2:36]4)[CH2:18]3)=[O:16])[CH:12]=2)[NH:7][N:6]=1)=[O:4], predict the reactants needed to synthesize it. The reactants are: [CH3:1][NH:2][C:3]([C:5]1[C:13]2[C:8](=[CH:9][CH:10]=[C:11]([NH:14][C:15]([CH:17]3[CH2:21][CH2:20][N:19]([CH2:22][C:23]([OH:25])=O)[CH2:18]3)=[O:16])[CH:12]=2)[NH:7][N:6]=1)=[O:4].[C:26]1([C:32]#[C:33][CH:34]2[CH2:39][CH2:38][NH:37][CH2:36][CH2:35]2)[CH:31]=[CH:30][CH:29]=[CH:28][CH:27]=1.ON1C2C=CC=CC=2N=N1.Cl.CN(C)CCCN=C=NCC.CCN(C(C)C)C(C)C. (10) Given the product [Cl:23][C:21]1[CH:20]=[CH:19][C:18]2[S:24][C:13]([CH2:14][CH:8]([C:5]3[CH:4]=[CH:3][C:2]([Cl:1])=[CH:7][CH:6]=3)[CH2:9][C:10]([OH:12])=[O:11])=[N:16][C:17]=2[CH:22]=1, predict the reactants needed to synthesize it. The reactants are: [Cl:1][C:2]1[CH:7]=[CH:6][C:5]([CH:8]2[CH2:14][C:13](=O)[O:12][C:10](=[O:11])[CH2:9]2)=[CH:4][CH:3]=1.[NH2:16][C:17]1[CH:22]=[C:21]([Cl:23])[CH:20]=[CH:19][C:18]=1[SH:24].